Dataset: Reaction yield outcomes from USPTO patents with 853,638 reactions. Task: Predict the reaction yield, written as a fraction of the theoretical maximum amount of product (1.0 means a 100% yield; for example, 0.34 means a 34% yield). (1) The reactants are [Cl-].O[NH3+:3].[C:4](=[O:7])([O-])[OH:5].[Na+].CS(C)=O.[CH3:13][C:14]1([CH3:50])[CH2:18][C:17]2[CH:19]=[C:20]([N:23]3[C:28](=[O:29])[C:27]([CH2:30][C:31]4[CH:36]=[CH:35][C:34]([C:37]5[C:38]([C:43]#[N:44])=[CH:39][CH:40]=[CH:41][CH:42]=5)=[CH:33][C:32]=4[F:45])=[C:26]([CH2:46][CH2:47][CH3:48])[N:25]=[C:24]3[CH3:49])[CH:21]=[CH:22][C:16]=2[O:15]1. The catalyst is C(OCC)(=O)C. The product is [CH3:13][C:14]1([CH3:50])[CH2:18][C:17]2[CH:19]=[C:20]([N:23]3[C:28](=[O:29])[C:27]([CH2:30][C:31]4[CH:36]=[CH:35][C:34]([C:37]5[CH:42]=[CH:41][CH:40]=[CH:39][C:38]=5[C:43]5[NH:3][C:4](=[O:7])[O:5][N:44]=5)=[CH:33][C:32]=4[F:45])=[C:26]([CH2:46][CH2:47][CH3:48])[N:25]=[C:24]3[CH3:49])[CH:21]=[CH:22][C:16]=2[O:15]1. The yield is 0.700. (2) The product is [C:28]([O:14][C@H:12]1[CH2:13][C@@H:9]([O:8][CH2:1][C:2]2[CH:3]=[CH:4][CH:5]=[CH:6][CH:7]=2)[CH2:10][C@@H:11]1[C:15]1[N:19]([CH3:20])[N:18]=[CH:17][CH:16]=1)(=[O:35])[C:29]1[CH:34]=[CH:33][CH:32]=[CH:31][CH:30]=1. The yield is 0.920. The catalyst is ClCCl. The reactants are [CH2:1]([O:8][C@@H:9]1[CH2:13][C@H:12]([OH:14])[C@@H:11]([C:15]2[N:19]([CH3:20])[N:18]=[CH:17][CH:16]=2)[CH2:10]1)[C:2]1[CH:7]=[CH:6][CH:5]=[CH:4][CH:3]=1.C(N(CC)CC)C.[C:28](Cl)(=[O:35])[C:29]1[CH:34]=[CH:33][CH:32]=[CH:31][CH:30]=1.O. (3) The reactants are Cl.[N+:2]([CH2:5][CH2:6][C:7]([OH:9])=O)([O-:4])=[O:3].[NH2:10][C@@H:11]([CH2:29][O:30][CH2:31][C:32]1[CH:37]=[CH:36][CH:35]=[CH:34][CH:33]=1)[C:12]([NH:14][C:15]1[CH:20]=[CH:19][C:18]([O:21][C:22]2[CH:27]=[CH:26][C:25]([F:28])=[CH:24][CH:23]=2)=[CH:17][CH:16]=1)=[O:13]. No catalyst specified. The product is [CH2:31]([O:30][CH2:29][C@H:11]([NH:10][C:7](=[O:9])[CH2:6][CH2:5][N+:2]([O-:4])=[O:3])[C:12]([NH:14][C:15]1[CH:20]=[CH:19][C:18]([O:21][C:22]2[CH:27]=[CH:26][C:25]([F:28])=[CH:24][CH:23]=2)=[CH:17][CH:16]=1)=[O:13])[C:32]1[CH:37]=[CH:36][CH:35]=[CH:34][CH:33]=1. The yield is 0.462. (4) The reactants are [CH3:1][O:2][C:3]([C:5]1[N:13]([CH2:14][CH2:15][O:16][Si:17]([CH:24]([CH3:26])[CH3:25])([CH:21]([CH3:23])[CH3:22])[CH:18]([CH3:20])[CH3:19])[C:12]2[CH:11]=[CH:10][N:9]=[CH:8][C:7]=2[C:6]=1[NH:27][C:28]1[CH:33]=[CH:32][C:31]([Si](C)(C)C)=[CH:30][C:29]=1[F:38])=[O:4].[I:39]Cl. The catalyst is C(Cl)Cl. The product is [CH3:1][O:2][C:3]([C:5]1[N:13]([CH2:14][CH2:15][O:16][Si:17]([CH:24]([CH3:26])[CH3:25])([CH:21]([CH3:23])[CH3:22])[CH:18]([CH3:20])[CH3:19])[C:12]2[CH:11]=[CH:10][N:9]=[CH:8][C:7]=2[C:6]=1[NH:27][C:28]1[CH:33]=[CH:32][C:31]([I:39])=[CH:30][C:29]=1[F:38])=[O:4]. The yield is 0.790. (5) The reactants are [C:1]1([CH:7]2[CH2:16][C:15]3[CH:14]=[N:13][CH:12]=[CH:11][C:10]=3[CH2:9][CH2:8]2)[CH:6]=[CH:5][CH:4]=[CH:3][CH:2]=1.C(OCC)C.C([N:24](CC)CC)C. The catalyst is C1C2C(=CC=CC=2)CCC1. The product is [C:1]1([CH:7]2[CH2:16][C:15]3[CH:14]=[N:13][C:12]([NH2:24])=[CH:11][C:10]=3[CH2:9][CH2:8]2)[CH:2]=[CH:3][CH:4]=[CH:5][CH:6]=1. The yield is 0.160. (6) The reactants are [Cl:1][C:2]1[CH:10]=[CH:9][C:5]([C:6]([OH:8])=[O:7])=[CH:4][C:3]=1[NH:11][C:12]([NH2:14])=[O:13].[F:15][C:16]([F:24])([F:23])[C:17](=O)[CH2:18][C:19](=O)[CH3:20].[CH2:25](O)[CH3:26]. No catalyst specified. The product is [CH2:25]([O:7][C:6](=[O:8])[C:5]1[CH:9]=[CH:10][C:2]([Cl:1])=[C:3]([N:11]2[C:19]([CH3:20])=[CH:18][C:17]([C:16]([F:24])([F:23])[F:15])=[N:14][C:12]2=[O:13])[CH:4]=1)[CH3:26]. The yield is 0.0900. (7) The reactants are [F:1][C:2]1[CH:7]=[CH:6][C:5]([C:8]2[N:12]=[N:11][N:10]([CH3:13])[C:9]=2/[CH:14]=[CH:15]/[C:16]2[CH:24]=[CH:23][C:19]([C:20](O)=[O:21])=[CH:18][N:17]=2)=[CH:4][CH:3]=1.CN(C(O[N:33]1N=N[C:35]2C=CC=[CH:39][C:34]1=2)=[N+](C)C)C.[B-](F)(F)(F)F.CCN(C(C)C)C(C)C.C(N)(C)C. The catalyst is CN(C=O)C. The product is [F:1][C:2]1[CH:7]=[CH:6][C:5]([C:8]2[N:12]=[N:11][N:10]([CH3:13])[C:9]=2/[CH:14]=[CH:15]/[C:16]2[CH:24]=[CH:23][C:19]([C:20]([NH:33][CH:34]([CH3:39])[CH3:35])=[O:21])=[CH:18][N:17]=2)=[CH:4][CH:3]=1. The yield is 0.820.